The task is: Predict which catalyst facilitates the given reaction.. This data is from Catalyst prediction with 721,799 reactions and 888 catalyst types from USPTO. (1) Reactant: [C:1]([O:5][C:6]([NH:8][CH2:9][C:10]1[N:11]([CH2:38][CH:39]([CH3:41])[CH3:40])[C:12](=[O:37])[C:13]2[C:18]([C:19]=1[C:20]1[CH:25]=[CH:24][CH:23]=[CH:22][CH:21]=1)=[CH:17][C:16]([C:26]1[S:27][C:28]([C:32]([O:34]CC)=[O:33])=[C:29]([CH3:31])[N:30]=1)=[CH:15][CH:14]=2)=[O:7])([CH3:4])([CH3:3])[CH3:2].C(O)C.[OH-].[Na+].Cl. Product: [C:1]([O:5][C:6]([NH:8][CH2:9][C:10]1[N:11]([CH2:38][CH:39]([CH3:41])[CH3:40])[C:12](=[O:37])[C:13]2[C:18]([C:19]=1[C:20]1[CH:25]=[CH:24][CH:23]=[CH:22][CH:21]=1)=[CH:17][C:16]([C:26]1[S:27][C:28]([C:32]([OH:34])=[O:33])=[C:29]([CH3:31])[N:30]=1)=[CH:15][CH:14]=2)=[O:7])([CH3:2])([CH3:4])[CH3:3]. The catalyst class is: 6. (2) The catalyst class is: 2. Product: [O:38]1[CH2:41][CH:40]([NH:24][CH:21]2[CH2:20][CH2:19][CH:18]([O:17][C:8]3[C:7]4[C:6]5[C@@H:5]([CH2:4][C:1]([NH2:2])=[O:3])[CH2:16][CH2:15][C:14]=5[S:13][C:12]=4[N:11]=[CH:10][N:9]=3)[CH2:23][CH2:22]2)[CH2:39]1. Reactant: [C:1]([CH2:4][C@H:5]1[CH2:16][CH2:15][C:14]2[S:13][C:12]3[N:11]=[CH:10][N:9]=[C:8]([O:17][CH:18]4[CH2:23][CH2:22][CH:21]([NH:24]C(=O)OC(C)(C)C)[CH2:20][CH2:19]4)[C:7]=3[C:6]1=2)(=[O:3])[NH2:2].Cl.C(=O)(O)[O-].[Na+].[O:38]1[CH2:41][C:40](=O)[CH2:39]1.[BH3-]C#N.[Na+]. (3) Reactant: [O:1]=[C:2]1[C:11]2[CH:10]=[CH:9][CH:8]=[CH:7][C:6]=2[C:5]2[CH2:12][O:13][CH:14]([CH:16]3[CH2:21][CH2:20][NH2+:19][CH2:18][CH2:17]3)[CH2:15][C:4]=2[NH:3]1.CCN(C(C)C)C(C)C.[CH3:31][C:32]1([C:35](O)=[O:36])[CH2:34][CH2:33]1.F[P-](F)(F)(F)(F)F.N1(O[P+](N(C)C)(N(C)C)N(C)C)C2C=CC=CC=2N=N1. Product: [CH3:31][C:32]1([C:35]([N:19]2[CH2:20][CH2:21][CH:16]([CH:14]3[O:13][CH2:12][C:5]4[C:6]5[C:11](=[CH:10][CH:9]=[CH:8][CH:7]=5)[C:2](=[O:1])[NH:3][C:4]=4[CH2:15]3)[CH2:17][CH2:18]2)=[O:36])[CH2:34][CH2:33]1. The catalyst class is: 329. (4) Reactant: [NH:1]1[CH:5]=[CH:4][C:3]([NH2:6])=[N:2]1.[F:7][C:8]1[C:13]([F:14])=[C:12](F)[N:11]=[CH:10][N:9]=1.C(=O)([O-])[O-].[K+].[K+]. Product: [F:14][C:13]1[C:12]([N:1]2[CH:5]=[CH:4][C:3]([NH2:6])=[N:2]2)=[N:11][CH:10]=[N:9][C:8]=1[F:7]. The catalyst class is: 245. (5) Reactant: [CH3:1][C:2]1[CH:7]=[CH:6][C:5]([S:8]([O:11][CH2:12][CH:13]2[CH2:17][C:16]3[CH:18]=[CH:19][CH:20]=[C:21](Br)[C:15]=3[O:14]2)(=[O:10])=[O:9])=[CH:4][CH:3]=1.[CH3:23][O:24][C:25]1[CH:30]=[CH:29][CH:28]=[CH:27][C:26]=1B(O)O.C(=O)([O-])[O-].[K+].[K+].CC1C=CC(S(OCC2CC3C(C4C=CC=CC=4)=CC=CC=3O2)(=O)=O)=CC=1. Product: [CH3:1][C:2]1[CH:7]=[CH:6][C:5]([S:8]([O:11][CH2:12][CH:13]2[CH2:17][C:16]3[CH:18]=[CH:19][CH:20]=[C:21]([C:26]4[CH:27]=[CH:28][CH:29]=[CH:30][C:25]=4[O:24][CH3:23])[C:15]=3[O:14]2)(=[O:10])=[O:9])=[CH:4][CH:3]=1. The catalyst class is: 608. (6) Reactant: [Br:1][C:2]1[CH:3]=[N:4][C:5](Cl)=[N:6][CH:7]=1.[C:9]([O:13][C:14]([N:16]1[CH2:21][CH2:20][NH:19][CH2:18][CH2:17]1)=[O:15])([CH3:12])([CH3:11])[CH3:10].C(=O)([O-])[O-].[K+].[K+]. Product: [Br:1][C:2]1[CH:3]=[N:4][C:5]([N:19]2[CH2:18][CH2:17][N:16]([C:14]([O:13][C:9]([CH3:12])([CH3:11])[CH3:10])=[O:15])[CH2:21][CH2:20]2)=[N:6][CH:7]=1. The catalyst class is: 12. (7) Product: [CH3:1][C:2]1([CH3:28])[CH2:7][CH2:6][C:5]([C:8]2[CH:13]=[C:12]([C:14]([CH3:16])([NH:33][CH2:32][CH2:31][S:30][CH3:29])[CH3:15])[CH:11]=[CH:10][C:9]=2[NH:18][C:19]([C:21]2[NH:22][CH:23]=[C:24]([C:26]#[N:27])[N:25]=2)=[O:20])=[CH:4][CH2:3]1. The catalyst class is: 100. Reactant: [CH3:1][C:2]1([CH3:28])[CH2:7][CH2:6][C:5]([C:8]2[CH:13]=[C:12]([C:14](O)([CH3:16])[CH3:15])[CH:11]=[CH:10][C:9]=2[NH:18][C:19]([C:21]2[NH:22][CH:23]=[C:24]([C:26]#[N:27])[N:25]=2)=[O:20])=[CH:4][CH2:3]1.[CH3:29][S:30][CH2:31][CH2:32][NH2:33].